From a dataset of Full USPTO retrosynthesis dataset with 1.9M reactions from patents (1976-2016). Predict the reactants needed to synthesize the given product. (1) Given the product [F:24][C:19]1[C:18]([CH2:16][C:8]2[C:9]3[CH:15]=[CH:14][CH:13]=[CH:12][C:10]=3[S:11][C:7]=2[CH2:6][CH2:5][N:4]([CH3:3])[CH3:25])=[CH:23][CH:22]=[CH:21][N:20]=1, predict the reactants needed to synthesize it. The reactants are: [BH4-].[Na+].[CH3:3][N:4]([CH3:25])[CH2:5][CH2:6][C:7]1[S:11][C:10]2[CH:12]=[CH:13][CH:14]=[CH:15][C:9]=2[C:8]=1[CH:16]([C:18]1[C:19]([F:24])=[N:20][CH:21]=[CH:22][CH:23]=1)O. (2) Given the product [CH3:1][N:2]1[CH2:15][CH2:14][C:5]2[N:6]([CH2:21][C:22]([CH3:30])([C:24]3[CH:29]=[CH:28][N:27]=[CH:26][CH:25]=3)[CH3:23])[C:7]3[CH:8]=[CH:9][C:10]([CH3:13])=[CH:11][C:12]=3[C:4]=2[CH2:3]1, predict the reactants needed to synthesize it. The reactants are: [CH3:1][N:2]1[CH2:15][CH2:14][C:5]2[NH:6][C:7]3[CH:8]=[CH:9][C:10]([CH3:13])=[CH:11][C:12]=3[C:4]=2[CH2:3]1.CS(O[CH2:21][C:22]([CH3:30])([C:24]1[CH:29]=[CH:28][N:27]=[CH:26][CH:25]=1)[CH3:23])(=O)=O.[OH-].[Na+]. (3) Given the product [CH3:3][O:4][C:5](=[O:18])[CH:6]([C:16]#[N:17])[C:7]([C:9]1[CH:14]=[CH:13][CH:12]=[C:11]([Br:15])[CH:10]=1)([CH3:1])[CH3:8], predict the reactants needed to synthesize it. The reactants are: [CH3:1][Li].[CH3:3][O:4][C:5](=[O:18])/[C:6](/[C:16]#[N:17])=[C:7](\[C:9]1[CH:14]=[CH:13][CH:12]=[C:11]([Br:15])[CH:10]=1)/[CH3:8].